Dataset: Reaction yield outcomes from USPTO patents with 853,638 reactions. Task: Predict the reaction yield, written as a fraction of the theoretical maximum amount of product (1.0 means a 100% yield; for example, 0.34 means a 34% yield). (1) The reactants are [N+:1]([C:4]1[C:9]([OH:10])=[CH:8][CH:7]=[C:6]([CH3:11])[N:5]=1)([O-:3])=[O:2].Cl[C:13]1[C:22]2[C:17](=[CH:18][C:19]([O:25][CH3:26])=[C:20]([O:23][CH3:24])[CH:21]=2)[N:16]=[CH:15][CH:14]=1. The catalyst is CN(C1C=CN=CC=1)C.ClC1C=CC=CC=1Cl. The product is [CH3:24][O:23][C:20]1[CH:21]=[C:22]2[C:17](=[CH:18][C:19]=1[O:25][CH3:26])[N:16]=[CH:15][CH:14]=[C:13]2[O:10][C:9]1[C:4]([N+:1]([O-:3])=[O:2])=[N:5][C:6]([CH3:11])=[CH:7][CH:8]=1. The yield is 0.240. (2) The catalyst is C1COCC1. The reactants are C(=O)([O-])[O-].[K+].[K+].CO.C(O[CH2:13][C:14]([N:16]([C@@H:21]1[C:29]2[C:24](=[CH:25][CH:26]=[CH:27][CH:28]=2)[CH2:23][C@H:22]1[NH:30][C:31]([C:33]1[NH:34][C:35]2[C:40]([CH:41]=1)=[CH:39][C:38]([Cl:42])=[CH:37][CH:36]=2)=[O:32])[CH2:17][C:18]([OH:20])=[O:19])=[O:15])(=O)C. The product is [Cl:42][C:38]1[CH:39]=[C:40]2[C:35](=[CH:36][CH:37]=1)[NH:34][C:33]([C:31]([NH:30][C@@H:22]1[CH2:23][C:24]3[C:29](=[CH:28][CH:27]=[CH:26][CH:25]=3)[C@H:21]1[N:16]1[C:14](=[O:15])[CH2:13][O:19][C:18](=[O:20])[CH2:17]1)=[O:32])=[CH:41]2. The yield is 0.310. (3) The yield is 1.00. The reactants are [NH3:1].C1COCC1.[NH:7]1[CH:11]=[C:10]([S:12](Cl)(=[O:14])=[O:13])[CH:9]=[N:8]1. The product is [NH:7]1[CH:11]=[C:10]([S:12]([NH2:1])(=[O:14])=[O:13])[CH:9]=[N:8]1. The catalyst is C(Cl)(Cl)Cl. (4) The reactants are [N:1]([C@@H:4]([C@@H:10]([OH:14])[CH2:11][CH2:12][CH3:13])[C:5]([O:7][CH2:8][CH3:9])=[O:6])=[N+]=[N-].[CH3:15][C:16]([O:19][C:20](O[C:20]([O:19][C:16]([CH3:18])([CH3:17])[CH3:15])=[O:21])=[O:21])([CH3:18])[CH3:17]. The catalyst is CCO.[Pd]. The product is [C:16]([O:19][C:20]([NH:1][C@@H:4]([C@@H:10]([OH:14])[CH2:11][CH2:12][CH3:13])[C:5]([O:7][CH2:8][CH3:9])=[O:6])=[O:21])([CH3:18])([CH3:17])[CH3:15]. The yield is 0.960. (5) The reactants are C1C([C:7]2[O:17][C:16]3[CH:15]=[C:14]([OH:18])[CH:13]=[C:12]([OH:19])[C:11]=3[C:9](=[O:10])[CH:8]=2)=CC=C(O)C=1.Cl.[C:22](Cl)(=[O:29])[C:23]1[CH:28]=[CH:27][CH:26]=[N:25][CH:24]=1. The catalyst is N1C=CC=CC=1. The product is [C:22]([O:19][C:12]1[CH:13]=[C:14]([O:18][C:22](=[O:29])[C:23]2[CH:28]=[CH:27][CH:26]=[N:25][CH:24]=2)[CH:15]=[C:16]2[C:11]=1[C:9](=[O:10])[CH:8]=[CH:7][O:17]2)(=[O:29])[C:23]1[CH:28]=[CH:27][CH:26]=[N:25][CH:24]=1. The yield is 0.690.